From a dataset of Forward reaction prediction with 1.9M reactions from USPTO patents (1976-2016). Predict the product of the given reaction. (1) Given the reactants C([BH-](CC)CC)C.[Li+].C[O:10][C:11]([C:13]1[CH:21]=[C:20]2[C:16]([CH:17]=[N:18][N:19]2[C:22]2[CH:27]=[CH:26][N:25]=[C:24]([NH:28][C@H:29]3[CH2:34][CH2:33][C@H:32]([OH:35])[CH2:31][CH2:30]3)[N:23]=2)=[CH:15][CH:14]=1)=O.Cl.[OH-].[Na+].C([O-])(O)=O.[Na+], predict the reaction product. The product is: [OH:10][CH2:11][C:13]1[CH:21]=[C:20]2[C:16]([CH:17]=[N:18][N:19]2[C:22]2[CH:27]=[CH:26][N:25]=[C:24]([NH:28][C@H:29]3[CH2:34][CH2:33][C@H:32]([OH:35])[CH2:31][CH2:30]3)[N:23]=2)=[CH:15][CH:14]=1. (2) Given the reactants [C:1]([O:5][C:6]([N:8]1[CH2:13][CH2:12][CH:11]([CH2:14][CH2:15][CH2:16][N:17]2[C:25]3[C:20](=[CH:21][C:22]([CH2:27][OH:28])=[C:23]([Cl:26])[CH:24]=3)[CH:19]=[CH:18]2)[CH2:10][CH2:9]1)=[O:7])([CH3:4])([CH3:3])[CH3:2], predict the reaction product. The product is: [C:1]([O:5][C:6]([N:8]1[CH2:13][CH2:12][CH:11]([CH2:14][CH2:15][CH2:16][N:17]2[C:25]3[C:20](=[CH:21][C:22]([CH:27]=[O:28])=[C:23]([Cl:26])[CH:24]=3)[CH:19]=[CH:18]2)[CH2:10][CH2:9]1)=[O:7])([CH3:4])([CH3:2])[CH3:3]. (3) The product is: [CH3:1][O:2][C:3]1[CH:8]=[CH:7][CH:6]=[CH:5][C:4]=1[C:9]1[NH:13][N:12]=[C:11]([S:14][CH2:15][C:18]([N:20]([CH3:22])[CH3:21])=[O:19])[N:10]=1. Given the reactants [CH3:1][O:2][C:3]1[CH:8]=[CH:7][CH:6]=[CH:5][C:4]=1[C:9]1[NH:13][N:12]=[C:11]([S:14][CH3:15])[N:10]=1.ClC[C:18]([N:20]([CH3:22])[CH3:21])=[O:19], predict the reaction product. (4) Given the reactants [Cl:1][C:2]1[CH:3]=[CH:4][C:5]([N:16]2[CH:20]=[C:19](Cl)[N:18]=[N:17]2)=[C:6]([C:8]2[CH:13]=[C:12]([O:14][CH3:15])[N:11]=[CH:10][N:9]=2)[CH:7]=1.C1C(=O)N([Br:29])C(=O)C1, predict the reaction product. The product is: [Br:29][C:19]1[N:18]=[N:17][N:16]([C:5]2[CH:4]=[CH:3][C:2]([Cl:1])=[CH:7][C:6]=2[C:8]2[CH:13]=[C:12]([O:14][CH3:15])[N:11]=[CH:10][N:9]=2)[CH:20]=1. (5) Given the reactants [NH2:1][C@@H:2]([CH2:22][C:23]1[CH:28]=[CH:27][C:26]([CH:29]2[S:33](=[O:35])(=[O:34])[NH:32][C:31](=[O:36])[CH2:30]2)=[CH:25][CH:24]=1)[C:3]([NH:5][CH2:6][CH2:7][CH2:8][CH2:9][O:10][C:11]1[CH:20]=[CH:19][CH:18]=[C:17]([OH:21])[C:12]=1[C:13]([O:15][CH3:16])=[O:14])=[O:4].C(N(CC)C(C)C)(C)C.[CH3:46][O:47][C:48](=[O:60])[C@@H:49]([N:57]=[C:58]=[O:59])[CH2:50][C:51]1[CH:56]=[CH:55][CH:54]=[CH:53][CH:52]=1, predict the reaction product. The product is: [CH2:50]([C@@H:49]([C:48](=[O:60])[O:47][CH3:46])[NH:57][C:58](=[O:59])[NH:1][C@@H:2]([CH2:22][C:23]1[CH:24]=[CH:25][C:26]([CH:29]2[S:33](=[O:35])(=[O:34])[NH:32][C:31](=[O:36])[CH2:30]2)=[CH:27][CH:28]=1)[C:3](=[O:4])[NH:5][CH2:6][CH2:7][CH2:8][CH2:9][O:10][C:11]1[CH:20]=[CH:19][CH:18]=[C:17]([OH:21])[C:12]=1[C:13]([O:15][CH3:16])=[O:14])[C:51]1[CH:56]=[CH:55][CH:54]=[CH:53][CH:52]=1. (6) The product is: [CH3:1][C:2]1[CH:3]=[C:4]([CH2:5][C:11]#[N:12])[CH:7]=[CH:8][C:9]=1[CH3:10]. Given the reactants [CH3:1][C:2]1[CH:3]=[C:4]([CH:7]=[CH:8][C:9]=1[CH3:10])[CH2:5]Cl.[C-:11]#[N:12].[Na+], predict the reaction product. (7) Given the reactants C[O:2][C:3]([C:5]1([NH:14][C:15](=[O:33])[C:16]2[CH:21]=[CH:20][C:19]([OH:22])=[C:18]([O:23][CH2:24][CH2:25][C:26]3[CH:27]=[C:28]([CH3:32])[CH:29]=[CH:30][CH:31]=3)[CH:17]=2)[CH2:13][C:12]2[C:7](=[CH:8][CH:9]=[CH:10][CH:11]=2)[CH2:6]1)=[O:4].Br[CH2:35][C:36](N)=[O:37].[OH-:39].[Li+], predict the reaction product. The product is: [C:36]([CH2:35][O:22][C:19]1[CH:20]=[CH:21][C:16]([C:15]([NH:14][C:5]2([C:3]([OH:2])=[O:4])[CH2:13][C:12]3[C:7](=[CH:8][CH:9]=[CH:10][CH:11]=3)[CH2:6]2)=[O:33])=[CH:17][C:18]=1[O:23][CH2:24][CH2:25][C:26]1[CH:27]=[C:28]([CH3:32])[CH:29]=[CH:30][CH:31]=1)([OH:37])=[O:39]. (8) Given the reactants Cl[Si](C)(C)C.[C:6]([C:8]1[CH:13]=[CH:12][CH:11]=[CH:10][C:9]=1[C:14]1[C:15]([O:26]C)=[N:16][CH:17]=[C:18]([C:20]2[CH:25]=[CH:24][CH:23]=[CH:22][N:21]=2)[CH:19]=1)#[N:7].[I-].[Na+].C(=O)(O)[O-].[Na+], predict the reaction product. The product is: [C:6]([C:8]1[CH:13]=[CH:12][CH:11]=[CH:10][C:9]=1[C:14]1[C:15](=[O:26])[NH:16][CH:17]=[C:18]([C:20]2[CH:25]=[CH:24][CH:23]=[CH:22][N:21]=2)[CH:19]=1)#[N:7]. (9) Given the reactants [Br:1][C:2]1[CH:7]=[N:6][C:5]([Cl:8])=[C:4]2[NH:9][CH:10]=[C:11]([CH2:12]N(C)C)[C:3]=12.[C-:16]#[N:17].[K+], predict the reaction product. The product is: [Br:1][C:2]1[CH:7]=[N:6][C:5]([Cl:8])=[C:4]2[NH:9][CH:10]=[C:11]([CH2:12][C:16]#[N:17])[C:3]=12.